From a dataset of Forward reaction prediction with 1.9M reactions from USPTO patents (1976-2016). Predict the product of the given reaction. (1) Given the reactants [CH2:1]([N:5]1[C:13]2[C:8](=[N:9][C:10]([Cl:15])=[N:11][C:12]=2[Cl:14])[N:7]=[C:6]1Cl)[C:2]#[C:3][CH3:4].[NH:17]1[CH2:22][CH2:21][CH2:20][CH:19]([NH:23][C:24](=[O:30])[O:25][C:26]([CH3:29])([CH3:28])[CH3:27])[CH2:18]1.C(#N)C, predict the reaction product. The product is: [CH2:1]([N:5]1[C:13]2[C:8](=[N:9][C:10]([Cl:15])=[N:11][C:12]=2[Cl:14])[N:7]=[C:6]1[N:17]1[CH2:22][CH2:21][CH2:20][CH:19]([NH:23][C:24](=[O:30])[O:25][C:26]([CH3:28])([CH3:27])[CH3:29])[CH2:18]1)[C:2]#[C:3][CH3:4]. (2) Given the reactants [F:1][C:2]([F:32])([F:31])[C:3]1[CH:30]=[CH:29][C:6]([CH2:7][O:8][C:9]([N:11]2[CH2:16][CH2:15][CH2:14][C@H:13]([C:17]3[CH:22]=[CH:21][C:20]([CH3:23])=[C:19]([C:24]([O:26]CC)=[O:25])[CH:18]=3)[CH2:12]2)=[O:10])=[CH:5][CH:4]=1.C(=O)([O-])[O-].[K+].[K+].CO, predict the reaction product. The product is: [F:31][C:2]([F:1])([F:32])[C:3]1[CH:30]=[CH:29][C:6]([CH2:7][O:8][C:9]([N:11]2[CH2:16][CH2:15][CH2:14][C@H:13]([C:17]3[CH:22]=[CH:21][C:20]([CH3:23])=[C:19]([C:24]([OH:26])=[O:25])[CH:18]=3)[CH2:12]2)=[O:10])=[CH:5][CH:4]=1. (3) Given the reactants [C:1]([CH2:3][NH:4][C:5]([CH:7]([O:12][C:13]1[CH:14]=[C:15]([C:19]2[CH:24]=[CH:23][C:22]([N:25]3[CH2:30][CH2:29][N:28](C(O[Si](C(C)C)(C(C)C)C(C)C)=O)[CH2:27][CH2:26]3)=[CH:21][CH:20]=2)[CH:16]=[CH:17][CH:18]=1)[CH2:8][CH:9]([CH3:11])[CH3:10])=[O:6])#[N:2].[F-].C([N+](CCCC)(CCCC)CCCC)CCC, predict the reaction product. The product is: [C:1]([CH2:3][NH:4][C:5](=[O:6])[CH:7]([O:12][C:13]1[CH:14]=[C:15]([C:19]2[CH:20]=[CH:21][C:22]([N:25]3[CH2:26][CH2:27][NH:28][CH2:29][CH2:30]3)=[CH:23][CH:24]=2)[CH:16]=[CH:17][CH:18]=1)[CH2:8][CH:9]([CH3:11])[CH3:10])#[N:2]. (4) Given the reactants [C:1]1(O)[C:10]2[C:2](=[CH:1][CH:10]=[CH:9][CH:9]=2)[CH:3]=[CH:3][CH:2]=1.[CH3:12][C:13]([CH3:19])=[CH:14][C:15]([O:17][CH3:18])=[O:16].O.[CH3:21]S(O)(=O)=O, predict the reaction product. The product is: [CH3:12][C:13]1([CH3:21])[C:19]2[C:10]([CH3:9])=[CH:1][CH:2]=[CH:3][C:18]=2[O:17][C:15](=[O:16])[CH2:14]1.